Dataset: Catalyst prediction with 721,799 reactions and 888 catalyst types from USPTO. Task: Predict which catalyst facilitates the given reaction. (1) Reactant: [CH2:1]([C:3]1[C:12]([CH3:13])=[C:11]([O:14]C)[CH:10]=[CH:9][C:4]=1[C:5]([O:7][CH3:8])=[O:6])[CH3:2].B(Br)(Br)Br. Product: [CH2:1]([C:3]1[C:12]([CH3:13])=[C:11]([OH:14])[CH:10]=[CH:9][C:4]=1[C:5]([O:7][CH3:8])=[O:6])[CH3:2]. The catalyst class is: 2. (2) Reactant: [O:1]=[S:2]1(=[O:30])[CH2:7][CH2:6][N:5]([C:8]([C:10]2[NH:11][C:12]3[C:17]([CH:18]=2)=[CH:16][C:15]([C:19]([N:21]2[CH2:26][CH2:25][N:24]([CH:27]([CH3:29])[CH3:28])[CH2:23][CH2:22]2)=[O:20])=[CH:14][CH:13]=3)=[O:9])[CH2:4][CH2:3]1.[Cl:31][C:32]1[CH:37]=[CH:36][C:35](B(O)O)=[CH:34][CH:33]=1.N1C=CC=CC=1. Product: [Cl:31][C:32]1[CH:37]=[CH:36][C:35]([N:11]2[C:12]3[C:17](=[CH:16][C:15]([C:19]([N:21]4[CH2:22][CH2:23][N:24]([CH:27]([CH3:28])[CH3:29])[CH2:25][CH2:26]4)=[O:20])=[CH:14][CH:13]=3)[CH:18]=[C:10]2[C:8]([N:5]2[CH2:6][CH2:7][S:2](=[O:1])(=[O:30])[CH2:3][CH2:4]2)=[O:9])=[CH:34][CH:33]=1. The catalyst class is: 221. (3) The catalyst class is: 20. Product: [NH2:26][C:14](=[O:15])[C:13]([CH3:18])([CH3:17])[C@H:12]([NH:11][C:9](=[O:10])[O:8][CH2:1][C:2]1[CH:7]=[CH:6][CH:5]=[CH:4][CH:3]=1)[CH3:19]. Reactant: [CH2:1]([O:8][C:9]([NH:11][C@H:12]([CH3:19])[C:13]([CH3:18])([CH3:17])[C:14](O)=[O:15])=[O:10])[C:2]1[CH:7]=[CH:6][CH:5]=[CH:4][CH:3]=1.C1C=CC2N(O)N=[N:26]C=2C=1.CCN=C=NCCCN(C)C.CCN(C(C)C)C(C)C.N. (4) Reactant: [Cl:1][C:2]1[CH:3]=[C:4]([N:11]2[C:15]3[C:16]4[S:20][C:19]([NH:21][C:22](=[O:24])[CH3:23])=[N:18][C:17]=4[CH2:25][CH2:26][C:14]=3[C:13]([CH:27]3[CH2:29][CH2:28]3)=[N:12]2)[CH:5]=[CH:6][C:7]=1[N+:8]([O-])=O. Product: [NH2:8][C:7]1[CH:6]=[CH:5][C:4]([N:11]2[C:15]3[C:16]4[S:20][C:19]([NH:21][C:22](=[O:24])[CH3:23])=[N:18][C:17]=4[CH2:25][CH2:26][C:14]=3[C:13]([CH:27]3[CH2:28][CH2:29]3)=[N:12]2)=[CH:3][C:2]=1[Cl:1]. The catalyst class is: 292. (5) Reactant: [H-].[Al+3].[Li+].[H-].[H-].[H-].O1CCCC1.[CH3:12][O:13][C:14]1[N:19]=[CH:18][C:17]([NH:20][C:21]2[N:30]=[CH:29][CH:28]=[CH:27][C:22]=2[C:23](OC)=[O:24])=[CH:16][CH:15]=1.[OH-].[Na+]. Product: [CH3:12][O:13][C:14]1[N:19]=[CH:18][C:17]([NH:20][C:21]2[C:22]([CH2:23][OH:24])=[CH:27][CH:28]=[CH:29][N:30]=2)=[CH:16][CH:15]=1. The catalyst class is: 13. (6) Reactant: C[O:2][C:3]1[CH:8]=[CH:7][N:6]=[CH:5][CH:4]=1.Cl[C:10]([O:12][C:13]1[CH:18]=CC=C[CH:14]=1)=[O:11].[F:19][C:20]1[CH:28]=[CH:27][C:23]([CH2:24][Mg]Br)=[CH:22][CH:21]=1.[C:29](O[K])(C)(C)C. Product: [C:13]([O:12][C:10]([N:6]1[CH:7]=[CH:8][C:3](=[O:2])[CH2:4][CH:5]1[CH2:24][C:23]1[CH:27]=[CH:28][C:20]([F:19])=[CH:21][CH:22]=1)=[O:11])([CH3:18])([CH3:29])[CH3:14]. The catalyst class is: 1. (7) Product: [Cl:1][C:2]1[CH:3]=[C:4]([NH:9][C:10]([N:12]2[CH2:17][CH2:16][N:15]([CH2:18][C@@H:19]3[O:24][CH2:23][CH2:22][NH:21][CH2:20]3)[CH2:14][CH2:13]2)=[O:11])[CH:5]=[CH:6][C:7]=1[F:8]. Reactant: [Cl:1][C:2]1[CH:3]=[C:4]([NH:9][C:10]([N:12]2[CH2:17][CH2:16][N:15]([CH2:18][C@@H:19]3[O:24][CH2:23][CH2:22][N:21](C(OC(C)(C)C)=O)[CH2:20]3)[CH2:14][CH2:13]2)=[O:11])[CH:5]=[CH:6][C:7]=1[F:8].C(O)(C(F)(F)F)=O. The catalyst class is: 4. (8) Reactant: [CH3:1][C:2]1[CH:6]=[C:5]([NH:7][C:8]2[N:13]=[C:12]([NH:14][C@@H:15]3[CH2:20][CH2:19][CH2:18][NH:17][CH2:16]3)[C:11]3=[CH:21][CH:22]=[CH:23][N:10]3[N:9]=2)[S:4][N:3]=1.[C:24](O)(=[O:27])[C:25]#[CH:26].C(N(CC)C(C)C)(C)C.CN(C(ON1N=NC2C=CC=CC1=2)=[N+](C)C)C.[B-](F)(F)(F)F. Product: [CH3:1][C:2]1[CH:6]=[C:5]([NH:7][C:8]2[N:13]=[C:12]([NH:14][C@@H:15]3[CH2:20][CH2:19][CH2:18][N:17]([C:24](=[O:27])[C:25]#[CH:26])[CH2:16]3)[C:11]3=[CH:21][CH:22]=[CH:23][N:10]3[N:9]=2)[S:4][N:3]=1. The catalyst class is: 7.